The task is: Predict the reactants needed to synthesize the given product.. This data is from Full USPTO retrosynthesis dataset with 1.9M reactions from patents (1976-2016). Given the product [OH:20][CH:21]([CH3:24])[CH2:22][NH:23][C:17]([C:15]1[CH:16]=[C:11]([C:5]2[CH:4]=[C:3]([CH2:1][CH3:2])[C:8](=[O:9])[NH:7][C:6]=2[CH3:10])[CH:12]=[N:13][CH:14]=1)=[O:19], predict the reactants needed to synthesize it. The reactants are: [CH2:1]([C:3]1[C:8](=[O:9])[NH:7][C:6]([CH3:10])=[C:5]([C:11]2[CH:12]=[N:13][CH:14]=[C:15]([C:17]([OH:19])=O)[CH:16]=2)[CH:4]=1)[CH3:2].[OH:20][CH:21]([CH3:24])[CH2:22][NH2:23].